From a dataset of Forward reaction prediction with 1.9M reactions from USPTO patents (1976-2016). Predict the product of the given reaction. (1) Given the reactants [Cl:1][C:2]1[CH:6]=[CH:5][S:4][C:3]=1[C:7](Cl)=[O:8].[NH2:10][CH2:11][C:12]([C:14]1[CH:19]=[CH:18][C:17]([O:20][CH3:21])=[CH:16][CH:15]=1)=O, predict the reaction product. The product is: [Cl:1][C:2]1[CH:6]=[CH:5][S:4][C:3]=1[C:7]1[O:8][C:12]([C:14]2[CH:19]=[CH:18][C:17]([O:20][CH3:21])=[CH:16][CH:15]=2)=[CH:11][N:10]=1. (2) Given the reactants [CH3:1][C:2]1[CH:6]=[CH:5][S:4][C:3]=1[C@@H:7]1[C@@H:12]([C:13]([O:15]CC)=[O:14])[CH2:11][CH2:10][N:9]([C:18]([O:20][C:21]([CH3:24])([CH3:23])[CH3:22])=[O:19])[CH2:8]1.[OH-].[Na+].C(O)(=O)CC(CC(O)=O)(C(O)=O)O, predict the reaction product. The product is: [C:21]([O:20][C:18]([N:9]1[CH2:10][CH2:11][C@H:12]([C:13]([OH:15])=[O:14])[C@@H:7]([C:3]2[S:4][CH:5]=[CH:6][C:2]=2[CH3:1])[CH2:8]1)=[O:19])([CH3:24])([CH3:23])[CH3:22]. (3) The product is: [F:20][C:17]([F:18])([F:19])[C:16]([N:11]1[CH2:12][CH:13]2[N:8]([C:30]([O:32][C:33]([CH3:34])([CH3:35])[CH3:36])=[O:31])[CH:9]([CH2:15][CH2:14]2)[CH2:10]1)=[O:21]. Given the reactants C([N:8]1[CH:13]2[CH2:14][CH2:15][CH:9]1[CH2:10][N:11]([C:16](=[O:21])[C:17]([F:20])([F:19])[F:18])[CH2:12]2)C1C=CC=CC=1.[C:30](O[C:30]([O:32][C:33]([CH3:36])([CH3:35])[CH3:34])=[O:31])([O:32][C:33]([CH3:36])([CH3:35])[CH3:34])=[O:31], predict the reaction product. (4) Given the reactants [S:1]1[CH:5]=[CH:4][CH:3]=[C:2]1[CH2:6][NH:7][C:8]1[CH:16]=[CH:15][CH:14]=[C:10]([C:11]([OH:13])=O)[C:9]=1[C:17]([OH:19])=O.[O:20]=[C:21]1[CH:26]([N:27]2C(=O)C3C(=CC=CC=3NCCOC)C2=O)[CH2:25][CH2:24][C:23](=[O:43])[NH:22]1, predict the reaction product. The product is: [O:20]=[C:21]1[CH:26]([N:27]2[C:17](=[O:19])[C:9]3[C:10](=[CH:14][CH:15]=[CH:16][C:8]=3[NH:7][CH2:6][C:2]3[S:1][CH:5]=[CH:4][CH:3]=3)[C:11]2=[O:13])[CH2:25][CH2:24][C:23](=[O:43])[NH:22]1. (5) Given the reactants [CH2:1]([O:8][C:9]1[CH:14]=[CH:13][C:12](B2OC(C)(C)C(C)(C)O2)=[CH:11][C:10]=1[C:24](=[O:26])[CH3:25])[C:2]1[CH:7]=[CH:6][CH:5]=[CH:4][CH:3]=1.[N:27]1([C:31]2[N:36]=[C:35]([CH2:37][N:38]3[C@@H:42]([CH3:43])[C@@H:41]([C:44]4[CH:49]=[C:48]([C:50]([F:53])([F:52])[F:51])[CH:47]=[C:46]([C:54]([F:57])([F:56])[F:55])[CH:45]=4)[O:40][C:39]3=[O:58])[C:34]([C:59]3[CH:64]=[C:63](Cl)[CH:62]=[CH:61][C:60]=3[O:66][CH3:67])=[CH:33][CH:32]=2)[CH2:30][CH2:29][CH2:28]1.C(=O)([O-])[O-].[K+].[K+], predict the reaction product. The product is: [C:24]([C:10]1[CH:11]=[C:12]([C:63]2[CH:62]=[CH:61][C:60]([O:66][CH3:67])=[C:59]([C:34]3[C:35]([CH2:37][N:38]4[C@@H:42]([CH3:43])[C@@H:41]([C:44]5[CH:49]=[C:48]([C:50]([F:51])([F:53])[F:52])[CH:47]=[C:46]([C:54]([F:55])([F:56])[F:57])[CH:45]=5)[O:40][C:39]4=[O:58])=[N:36][C:31]([N:27]4[CH2:30][CH2:29][CH2:28]4)=[CH:32][CH:33]=3)[CH:64]=2)[CH:13]=[CH:14][C:9]=1[O:8][CH2:1][C:2]1[CH:3]=[CH:4][CH:5]=[CH:6][CH:7]=1)(=[O:26])[CH3:25].